This data is from Full USPTO retrosynthesis dataset with 1.9M reactions from patents (1976-2016). The task is: Predict the reactants needed to synthesize the given product. Given the product [NH2:1][C:2]1[N:11]=[CH:10][C:9]2[CH:8]=[CH:7][C:6]3[C:12]([C:16]([NH2:22])=[O:18])=[N:13][N:14]([CH3:15])[C:5]=3[C:4]=2[N:3]=1, predict the reactants needed to synthesize it. The reactants are: [NH2:1][C:2]1[N:11]=[CH:10][C:9]2[CH:8]=[CH:7][C:6]3[C:12]([C:16]([O:18]CC)=O)=[N:13][N:14]([CH3:15])[C:5]=3[C:4]=2[N:3]=1.C[N:22](C)C=O.[NH4+].[OH-].